This data is from Reaction yield outcomes from USPTO patents with 853,638 reactions. The task is: Predict the reaction yield, written as a fraction of the theoretical maximum amount of product (1.0 means a 100% yield; for example, 0.34 means a 34% yield). (1) The catalyst is C(O)(=O)C. The yield is 0.920. The product is [CH3:32][O:31][C:23]1[CH:22]=[CH:21][C:20]([C:18]2[N:6]3[N:5]=[CH:4][C:3]([C:7]([C:9]4[S:10][CH:11]=[CH:12][CH:13]=4)=[O:8])=[C:2]3[N:1]=[CH:16][CH:17]=2)=[CH:25][C:24]=1[N:26]([CH3:30])[C:27](=[O:29])[CH3:28]. The reactants are [NH2:1][C:2]1[NH:6][N:5]=[CH:4][C:3]=1[C:7]([C:9]1[S:10][CH:11]=[CH:12][CH:13]=1)=[O:8].CN(C)[CH:16]=[CH:17][C:18]([C:20]1[CH:21]=[CH:22][C:23]([O:31][CH3:32])=[C:24]([N:26]([CH3:30])[C:27](=[O:29])[CH3:28])[CH:25]=1)=O.C(OCC)(=O)C. (2) The reactants are [F:1][C:2]([F:32])([F:31])[C:3]1[CH:8]=[CH:7][C:6]([C:9]2[N:10]=[CH:11][C:12]([NH:15][CH:16]([C:20]3[CH:30]=[CH:29][C:23]([C:24]([O:26]CC)=[O:25])=[CH:22][CH:21]=3)[CH2:17][CH2:18][CH3:19])=[N:13][CH:14]=2)=[CH:5][CH:4]=1.CO.[OH-].[Na+]. The catalyst is C1COCC1. The product is [F:32][C:2]([F:1])([F:31])[C:3]1[CH:8]=[CH:7][C:6]([C:9]2[N:10]=[CH:11][C:12]([NH:15][CH:16]([C:20]3[CH:21]=[CH:22][C:23]([C:24]([OH:26])=[O:25])=[CH:29][CH:30]=3)[CH2:17][CH2:18][CH3:19])=[N:13][CH:14]=2)=[CH:5][CH:4]=1. The yield is 0.871. (3) The reactants are Cl.[C:2]([O:5][CH2:6][C:7](=[NH:10])[O:8][CH3:9])(=[O:4])[CH3:3].[C:11](Cl)(=[O:15])[O:12][CH2:13][CH3:14].C(N(CC)CC)C. The catalyst is ClC(Cl)C. The product is [C:2]([O:5][CH2:6][C:7](=[N:10][C:11]([O:12][CH2:13][CH3:14])=[O:15])[O:8][CH3:9])(=[O:4])[CH3:3]. The yield is 0.420. (4) The reactants are [N+:1]([O-:4])(O)=[O:2].[CH3:5][O:6][C:7]1[CH:8]=[C:9]2[C:14](=[CH:15][C:16]=1[O:17][CH3:18])[N:13]=[CH:12][NH:11][C:10]2=[O:19]. The catalyst is O. The product is [CH3:5][O:6][C:7]1[C:8]([N+:1]([O-:4])=[O:2])=[C:9]2[C:14](=[CH:15][C:16]=1[O:17][CH3:18])[N:13]=[CH:12][NH:11][C:10]2=[O:19]. The yield is 0.320. (5) The reactants are Cl[CH2:2][CH2:3][CH2:4][C:5]([N:7]([O:9][CH3:10])[CH3:8])=[O:6].[CH3:11][N:12]1[CH2:17][CH2:16][NH:15][CH2:14][CH2:13]1. The catalyst is CS(C)=O. The product is [CH3:10][O:9][N:7]([CH3:8])[C:5](=[O:6])[CH2:4][CH2:3][CH2:2][N:15]1[CH2:16][CH2:17][N:12]([CH3:11])[CH2:13][CH2:14]1. The yield is 0.540. (6) The reactants are [C:1]1([S:7]([N:10]2[C:18]3[C:13](=[CH:14][C:15]([C:19]4[S:20][CH2:21][C@@H:22]([C:24](O)=[O:25])[N:23]=4)=[CH:16][CH:17]=3)[CH:12]=[CH:11]2)(=[O:9])=[O:8])[CH:6]=[CH:5][CH:4]=[CH:3][CH:2]=1.[CH3:27][O:28][N:29](C)[C:30](C1OC(C2C=CC=CC=2)=CC=1)=O. No catalyst specified. The product is [CH3:27][O:28][N:29]([CH3:30])[C:24]([C@@H:22]1[CH2:21][S:20][C:19]([C:15]2[CH:14]=[C:13]3[C:18](=[CH:17][CH:16]=2)[N:10]([S:7]([C:1]2[CH:6]=[CH:5][CH:4]=[CH:3][CH:2]=2)(=[O:9])=[O:8])[CH:11]=[CH:12]3)=[N:23]1)=[O:25]. The yield is 0.571. (7) The yield is 0.780. The reactants are [CH:1]1[CH:2]=[CH:3][C:4]2[S:14][C:13]3[CH:12]=[CH:11][C:10]([Cl:15])=[CH:9][C:8]=3[N:7]([CH2:16][CH2:17][CH2:18][N:19]3[CH2:24][CH2:23][N:22]([CH2:25][CH2:26][OH:27])[CH2:21][CH2:20]3)[C:5]=2[CH:6]=1.C1(CCCC(Cl)=O)C=CC=CC=1.[C:40]1([CH2:46][CH2:47][CH2:48][C:49]([OH:51])=[O:50])[CH:45]=[CH:44][CH:43]=[CH:42][CH:41]=1. No catalyst specified. The product is [CH:1]1[CH:2]=[CH:3][C:4]2[S:14][C:13]3[CH:12]=[CH:11][C:10]([Cl:15])=[CH:9][C:8]=3[N:7]([CH2:16][CH2:17][CH2:18][N:19]3[CH2:24][CH2:23][N:22]([CH2:25][CH2:26][OH:27])[CH2:21][CH2:20]3)[C:5]=2[CH:6]=1.[C:40]1([CH2:46][CH2:47][CH2:48][C:49]([O-:51])=[O:50])[CH:45]=[CH:44][CH:43]=[CH:42][CH:41]=1.